Task: Predict the product of the given reaction.. Dataset: Forward reaction prediction with 1.9M reactions from USPTO patents (1976-2016) (1) The product is: [N:11]1([C:9]2[N:10]=[C:5]3[CH:4]=[CH:3][NH:2][C:6]3=[CH:7][C:8]=2[C:17]2[CH:18]=[CH:19][C:20]([C:21]#[N:22])=[CH:23][CH:24]=2)[CH2:12][CH2:13][O:14][CH2:15][CH2:16]1. Given the reactants C[N:2](C)/[CH:3]=[CH:4]/[C:5]1[N:10]=[C:9]([N:11]2[CH2:16][CH2:15][O:14][CH2:13][CH2:12]2)[C:8]([C:17]2[CH:24]=[CH:23][C:20]([C:21]#[N:22])=[CH:19][CH:18]=2)=[CH:7][C:6]=1[N+]([O-])=O.C(Cl)Cl.[H][H], predict the reaction product. (2) Given the reactants [CH3:1][O:2][C:3]([CH:5]1[CH2:9][CH2:8][N:7]([C:10]2[CH2:24][C:13]3([CH2:16][N:15]([C:17](OC(C)(C)C)=O)[CH2:14]3)[O:12][N:11]=2)[CH2:6]1)=[O:4].[CH2:25]([O:27][C:28]1[CH:33]=[C:32](C=O)[CH:31]=[C:30]([O:36][CH2:37][CH3:38])[C:29]=1[C:39]1[CH:44]=[CH:43][C:42]([F:45])=[CH:41][CH:40]=1)[CH3:26], predict the reaction product. The product is: [CH2:25]([O:27][C:28]1[CH:33]=[C:32]([CH2:17][N:15]2[CH2:14][C:13]3([CH2:24][C:10]([N:7]4[CH2:8][CH2:9][CH:5]([C:3]([O:2][CH3:1])=[O:4])[CH2:6]4)=[N:11][O:12]3)[CH2:16]2)[CH:31]=[C:30]([O:36][CH2:37][CH3:38])[C:29]=1[C:39]1[CH:44]=[CH:43][C:42]([F:45])=[CH:41][CH:40]=1)[CH3:26]. (3) Given the reactants [Br:1][C:2]1[C:8]([Cl:9])=[CH:7][C:5]([NH2:6])=[C:4]([N+:10]([O-:12])=[O:11])[CH:3]=1.[OH-].[K+], predict the reaction product. The product is: [Br:1][C:2]1[C:8]([Cl:9])=[CH:7][C:5]2[C:4]([CH:3]=1)=[N+:10]([O-:12])[O:11][N:6]=2. (4) Given the reactants [Br:1][C:2]1[N:7]2[N:8]=[C:9]([C:11]3([C:14]([O:16]CC)=[O:15])[CH2:13][CH2:12]3)[N:10]=[C:6]2[C:5]([O:19][CH3:20])=[CH:4][CH:3]=1.[Li+].[OH-], predict the reaction product. The product is: [Br:1][C:2]1[N:7]2[N:8]=[C:9]([C:11]3([C:14]([OH:16])=[O:15])[CH2:13][CH2:12]3)[N:10]=[C:6]2[C:5]([O:19][CH3:20])=[CH:4][CH:3]=1. (5) Given the reactants [CH3:1][NH:2][C:3]1[C:12]2[C:7](=[CH:8][CH:9]=[C:10]([C:13]3[CH:14]=[C:15]([CH:20]=[CH:21][CH:22]=3)[C:16]([NH:18][NH2:19])=[O:17])[CH:11]=2)[N:6]=[C:5]([C:23]2[CH:24]=[N:25][CH:26]=[CH:27][CH:28]=2)[N:4]=1.[CH2:29](OC(OCC)OCC)C, predict the reaction product. The product is: [O:17]1[CH:29]=[N:19][N:18]=[C:16]1[C:15]1[CH:14]=[C:13]([C:10]2[CH:11]=[C:12]3[C:7](=[CH:8][CH:9]=2)[N:6]=[C:5]([C:23]2[CH:24]=[N:25][CH:26]=[CH:27][CH:28]=2)[N:4]=[C:3]3[NH:2][CH3:1])[CH:22]=[CH:21][CH:20]=1.